From a dataset of Catalyst prediction with 721,799 reactions and 888 catalyst types from USPTO. Predict which catalyst facilitates the given reaction. (1) Reactant: [Cl:1][C:2]1[CH:7]=[CH:6][C:5]([C:8]2[N:9]([CH2:14][C@H:15](O)[C:16]([F:19])([F:18])[F:17])[C:10](=[O:13])[NH:11][N:12]=2)=[CH:4][CH:3]=1.C(=O)([O-])[O-].[K+].[K+].[Br:27][C:28]1[CH:29]=[C:30]([S:34](Cl)(=[O:36])=[O:35])[CH:31]=[CH:32][CH:33]=1.O. Product: [Br:27][C:28]1[CH:29]=[C:30]([S:34]([N:11]2[C:10](=[O:13])[N:9](/[CH:14]=[CH:15]/[C:16]([F:19])([F:18])[F:17])[C:8]([C:5]3[CH:6]=[CH:7][C:2]([Cl:1])=[CH:3][CH:4]=3)=[N:12]2)(=[O:36])=[O:35])[CH:31]=[CH:32][CH:33]=1. The catalyst class is: 10. (2) Reactant: C(O)(C(F)(F)F)=O.C(OC(=O)[NH:14][C:15]1[CH:16]=[N:17][CH:18]=[C:19]([C:21]#[C:22][C:23]2[CH:24]=[N:25][C:26]([NH2:29])=[N:27][CH:28]=2)[CH:20]=1)(C)(C)C. Product: [NH2:14][C:15]1[CH:20]=[C:19]([C:21]#[C:22][C:23]2[CH:28]=[N:27][C:26]([NH2:29])=[N:25][CH:24]=2)[CH:18]=[N:17][CH:16]=1. The catalyst class is: 34. (3) Product: [NH2:20][C:18](=[O:19])[CH:17]([NH:16][C:6]1[C:5]([F:26])=[CH:4][C:3]([C:1]([NH2:2])=[O:33])=[C:8]([NH:9][C:10]2[S:14][N:13]=[C:12]([CH3:15])[CH:11]=2)[CH:7]=1)[CH2:21][C:22]([F:23])([F:25])[F:24]. The catalyst class is: 593. Reactant: [C:1]([C:3]1[C:8]([NH:9][C:10]2[S:14][N:13]=[C:12]([CH3:15])[CH:11]=2)=[CH:7][C:6]([NH:16][CH:17]([CH2:21][C:22]([F:25])([F:24])[F:23])[C:18]([NH2:20])=[O:19])=[C:5]([F:26])[CH:4]=1)#[N:2].[OH-].[Na+].OO.CC(O)=[O:33]. (4) Reactant: [C-:1]#[N:2].[K+].[CH2:4]([N:11]1[CH2:16][CH2:15][N:14]([CH2:17][C:18]2[CH:23]=[CH:22][CH:21]=[CH:20][CH:19]=2)[CH2:13][CH:12]1[CH2:24]Cl)[C:5]1[CH:10]=[CH:9][CH:8]=[CH:7][CH:6]=1. Product: [CH2:4]([N:11]1[CH2:16][CH2:15][N:14]([CH2:17][C:18]2[CH:23]=[CH:22][CH:21]=[CH:20][CH:19]=2)[CH2:13][CH:12]1[CH2:24][C:1]#[N:2])[C:5]1[CH:10]=[CH:9][CH:8]=[CH:7][CH:6]=1. The catalyst class is: 97. (5) Product: [Br:1][C:2]1[CH:3]=[C:4]2[N:10]([CH3:13])[N:9]=[CH:8][C:5]2=[N:6][CH:7]=1. The catalyst class is: 3. Reactant: [Br:1][C:2]1[CH:3]=[C:4]2[NH:10][N:9]=[CH:8][C:5]2=[N:6][CH:7]=1.[H-].[Na+].[CH3:13]I.O.